The task is: Predict the reactants needed to synthesize the given product.. This data is from Full USPTO retrosynthesis dataset with 1.9M reactions from patents (1976-2016). (1) Given the product [CH2:20]([C:19]([C:16]1[CH:17]=[CH:18][C:13]([C:10]2[CH:9]=[CH:8][C:7]([CH2:6][C:5]([OH:40])=[O:4])=[CH:12][CH:11]=2)=[C:14]([CH3:39])[CH:15]=1)([C:22]1[CH:27]=[CH:26][C:25]([CH2:28][CH2:29][C:30]2([OH:35])[CH2:34][CH2:33][CH2:32][CH2:31]2)=[C:24]([CH3:36])[CH:23]=1)[CH2:37][CH3:38])[CH3:21], predict the reactants needed to synthesize it. The reactants are: [OH-].[Na+].C[O:4][C:5](=[O:40])[CH2:6][C:7]1[CH:12]=[CH:11][C:10]([C:13]2[CH:18]=[CH:17][C:16]([C:19]([CH2:37][CH3:38])([C:22]3[CH:27]=[CH:26][C:25]([CH2:28][CH2:29][C:30]4([OH:35])[CH2:34][CH2:33][CH2:32][CH2:31]4)=[C:24]([CH3:36])[CH:23]=3)[CH2:20][CH3:21])=[CH:15][C:14]=2[CH3:39])=[CH:9][CH:8]=1.[Cl-].[NH4+]. (2) Given the product [C:1]([C:5]1[CH:10]=[CH:9][N:8]=[C:7]([C:5]2[CH:6]=[CH:7][C:15]([CH3:16])=[CH:2][CH:1]=2)[CH:6]=1)([CH3:4])([CH3:3])[CH3:2], predict the reactants needed to synthesize it. The reactants are: [C:1]([C:5]1[CH:10]=[CH:9][N:8]=[C:7](Cl)[CH:6]=1)([CH3:4])([CH3:3])[CH3:2].C(O[CH2:15][CH3:16])C.